Predict the reaction yield, written as a fraction of the theoretical maximum amount of product (1.0 means a 100% yield; for example, 0.34 means a 34% yield). From a dataset of Reaction yield outcomes from USPTO patents with 853,638 reactions. The reactants are [CH3:1][O:2][C:3]1[CH:4]=[C:5]([CH2:12][N:13]([CH3:15])[CH3:14])[CH:6]=[CH:7][C:8]=1[N+:9]([O-])=O. The catalyst is CCO.[Pd]. The product is [CH3:15][N:13]([CH2:12][C:5]1[CH:6]=[CH:7][C:8]([NH2:9])=[C:3]([O:2][CH3:1])[CH:4]=1)[CH3:14]. The yield is 0.980.